Task: Predict the product of the given reaction.. Dataset: Forward reaction prediction with 1.9M reactions from USPTO patents (1976-2016) (1) Given the reactants Cl[C:2]1[CH:7]=[C:6]([C:8]2[CH:13]=[C:12]([CH3:14])[CH:11]=[CH:10][C:9]=2[CH3:15])[N:5]=[C:4]([NH2:16])[N:3]=1.[Cl:17][C:18]1[CH:24]=[CH:23][C:21]([NH2:22])=[CH:20][CH:19]=1, predict the reaction product. The product is: [Cl:17][C:18]1[CH:24]=[CH:23][C:21]([NH:22][C:2]2[CH:7]=[C:6]([C:8]3[CH:13]=[C:12]([CH3:14])[CH:11]=[CH:10][C:9]=3[CH3:15])[N:5]=[C:4]([NH2:16])[N:3]=2)=[CH:20][CH:19]=1. (2) Given the reactants [CH:1]12[O:9][CH:8]1[CH2:7][CH2:6][CH:5]=[CH:4][CH2:3][CH2:2]2.C(OC)(=O)C1C=CC=CC=1, predict the reaction product. The product is: [CH:8]12[O:9][CH:1]1[CH2:2][CH2:3][CH:4]=[CH:5][CH2:6][CH2:7]2. (3) Given the reactants C([O-])(=O)C.[K+].C(Cl)Cl.CC1(C)C(C)(C)[O:13][B:12](B2OC(C)(C)C(C)(C)O2)[O:11]1.Br[C:28]1[CH:29]=[C:30]2[C:35](=[CH:36][C:37]=1[F:38])[N:34]=[C:33]([NH2:39])[C:32]([N:40]1[CH2:45][CH2:44][O:43][CH2:42][CH2:41]1)=[CH:31]2, predict the reaction product. The product is: [NH2:39][C:33]1[C:32]([N:40]2[CH2:45][CH2:44][O:43][CH2:42][CH2:41]2)=[CH:31][C:30]2[C:35](=[CH:36][C:37]([F:38])=[C:28]([B:12]([OH:13])[OH:11])[CH:29]=2)[N:34]=1.